This data is from Reaction yield outcomes from USPTO patents with 853,638 reactions. The task is: Predict the reaction yield, written as a fraction of the theoretical maximum amount of product (1.0 means a 100% yield; for example, 0.34 means a 34% yield). (1) The reactants are Cl[CH2:2][C:3]1[CH:4]=[CH:5][C:6]2[O:11][C:10]([F:13])([F:12])[O:9]C(F)(F)[C:7]=2[CH:16]=1.[C-:17]#[N:18].[Na+]. The catalyst is CS(C)=O. The product is [F:13][C:10]1([F:12])[O:11][C:6]2[CH:5]=[CH:4][C:3]([CH2:2][C:17]#[N:18])=[CH:16][C:7]=2[O:9]1. The yield is 0.680. (2) The reactants are [CH3:1][C:2]([CH3:17])=[CH:3][CH2:4][N:5]1[C:14]2[C:9](=[CH:10][CH:11]=[CH:12][CH:13]=2)[NH:8][C:7](=[O:15])[C:6]1=[O:16].[Al+3].[Cl-].[Cl-].[Cl-]. The catalyst is ClC1C=CC=CC=1. The product is [CH3:1][C:2]1([CH3:17])[C:13]2[C:14]3[N:5]([C:6](=[O:16])[C:7](=[O:15])[NH:8][C:9]=3[CH:10]=[CH:11][CH:12]=2)[CH2:4][CH2:3]1. The yield is 0.770.